Dataset: Forward reaction prediction with 1.9M reactions from USPTO patents (1976-2016). Task: Predict the product of the given reaction. (1) Given the reactants [CH2:1]([Si:4]([CH:11]([CH3:13])[CH3:12])([CH:8]([CH3:10])[CH3:9])[CH:5]([CH3:7])[CH3:6])[CH:2]=[CH2:3].[C:14]([OH:19])(=[O:18])[CH2:15]C=C, predict the reaction product. The product is: [CH:11]([Si:4]([CH:5]([CH3:6])[CH3:7])([CH:8]([CH3:10])[CH3:9])[CH2:1][CH:2]=[CH:3][CH2:15][C:14]([OH:19])=[O:18])([CH3:13])[CH3:12]. (2) Given the reactants [NH2:1][C:2]1[C:7]([C:8]#N)=[CH:6][N:5]=[CH:4][N:3]=1.S(=O)(=O)(O)[OH:11], predict the reaction product. The product is: [NH2:1][C:2]1[C:7]([CH:8]=[O:11])=[CH:6][N:5]=[CH:4][N:3]=1. (3) Given the reactants [Cl:1][C:2]1[CH:3]=[C:4]2[O:8][C:7]([C:9]3[CH:14]=[CH:13][CH:12]=[CH:11][CH:10]=3)=[N:6][C:5]2=[C:15]([C:17]([OH:19])=O)[CH:16]=1.Cl.Cl.[NH2:22][CH:23]1[CH:28]2[CH2:29][CH2:30][N:25]([CH2:26][CH2:27]2)[CH2:24]1, predict the reaction product. The product is: [N:25]12[CH2:30][CH2:29][CH:28]([CH2:27][CH2:26]1)[CH:23]([NH:22][C:17]([C:15]1[CH:16]=[C:2]([Cl:1])[CH:3]=[C:4]3[O:8][C:7]([C:9]4[CH:10]=[CH:11][CH:12]=[CH:13][CH:14]=4)=[N:6][C:5]=13)=[O:19])[CH2:24]2. (4) The product is: [O:29]=[C:30]([CH2:34][CH2:35][C:36]([OH:38])=[O:37])[C:31]([OH:33])=[O:32].[CH2:1]([O:3][C:4]1[CH:17]=[C:16]2[C:7]([C:8]([C:19]3[CH:20]=[CH:21][C:22](=[O:26])[N:23]([CH3:25])[CH:24]=3)=[N:9][C@H:10]3[C@@H:15]2[CH2:14][C@H:13]([OH:18])[CH2:12][CH2:11]3)=[CH:6][C:5]=1[O:27][CH3:28])[CH3:2]. Given the reactants [CH2:1]([O:3][C:4]1[CH:17]=[C:16]2[C:7]([C:8]([C:19]3[CH:20]=[CH:21][C:22](=[O:26])[N:23]([CH3:25])[CH:24]=3)=[N:9][C@H:10]3[C@@H:15]2[CH2:14][C@H:13]([OH:18])[CH2:12][CH2:11]3)=[CH:6][C:5]=1[O:27][CH3:28])[CH3:2].[O:29]=[C:30]([CH2:34][CH2:35][C:36]([OH:38])=[O:37])[C:31]([OH:33])=[O:32], predict the reaction product.